This data is from Forward reaction prediction with 1.9M reactions from USPTO patents (1976-2016). The task is: Predict the product of the given reaction. (1) The product is: [CH3:3][O:4][C:5]1[CH:6]=[C:7]([CH:16]=[CH:17][C:18]=1[O:19][CH3:20])[CH2:8][CH2:9][N:10]1[CH2:15][CH2:14][N:13]([CH2:32][CH2:33][O:34][C:35]2[CH:40]=[CH:39][C:38]([Cl:41])=[CH:37][CH:36]=2)[CH2:12][CH2:11]1. Given the reactants Cl.Cl.[CH3:3][O:4][C:5]1[CH:6]=[C:7]([CH:16]=[CH:17][C:18]=1[O:19][CH3:20])[CH2:8][CH2:9][N:10]1[CH2:15][CH2:14][NH:13][CH2:12][CH2:11]1.CC1C=CC(S(O[CH2:32][CH2:33][O:34][C:35]2[CH:40]=[CH:39][C:38]([Cl:41])=[CH:37][CH:36]=2)(=O)=O)=CC=1.[Na+].[I-].C([O-])([O-])=O.[K+].[K+], predict the reaction product. (2) Given the reactants [NH:1]1[C:5]2=[N:6][CH:7]=[CH:8][C:9]([C:10]3[CH:17]=[CH:16][C:13]([CH:14]=O)=[CH:12][CH:11]=3)=[C:4]2[CH:3]=[CH:2]1.[F:18][C:19]1[CH:26]=[CH:25][CH:24]=[CH:23][C:20]=1[CH2:21][NH2:22], predict the reaction product. The product is: [F:18][C:19]1[CH:26]=[CH:25][CH:24]=[CH:23][C:20]=1[CH2:21][NH:22][CH2:14][C:13]1[CH:16]=[CH:17][C:10]([C:9]2[CH:8]=[CH:7][N:6]=[C:5]3[NH:1][CH:2]=[CH:3][C:4]=23)=[CH:11][CH:12]=1. (3) Given the reactants [C:1]1(=[O:7])[O:6][C:4](=[O:5])[CH2:3][CH2:2]1.[CH3:8][O:9][C:10]1[CH:15]=[CH:14][C:13]([CH2:16][OH:17])=[CH:12][CH:11]=1.C([O-])([O-])=O.[Na+].[Na+], predict the reaction product. The product is: [CH3:8][O:9][C:10]1[CH:15]=[CH:14][C:13]([CH2:16][O:17][CH:3]([CH2:2][CH:1]=[O:7])[C:4]([OH:6])=[O:5])=[CH:12][CH:11]=1.